This data is from Full USPTO retrosynthesis dataset with 1.9M reactions from patents (1976-2016). The task is: Predict the reactants needed to synthesize the given product. The reactants are: C([O:3][C:4]([C:6]1[CH:7]=[C:8]([C:18]2[C:19]([C:24]3[CH:29]=[C:28]([C:30]([F:33])([F:32])[F:31])[CH:27]=[CH:26][C:25]=3[O:34][CH2:35][C:36]3[CH:41]=[CH:40][CH:39]=[CH:38][CH:37]=3)=[CH:20][CH:21]=[CH:22][CH:23]=2)[CH:9]=[C:10]([NH:12][C:13](=[O:17])[CH2:14][CH2:15][CH3:16])[CH:11]=1)=[O:5])C.[OH-].[Na+].Cl. Given the product [CH2:35]([O:34][C:25]1[CH:26]=[CH:27][C:28]([C:30]([F:33])([F:31])[F:32])=[CH:29][C:24]=1[C:19]1[C:18]([C:8]2[CH:9]=[C:10]([NH:12][C:13](=[O:17])[CH2:14][CH2:15][CH3:16])[CH:11]=[C:6]([C:4]([OH:5])=[O:3])[CH:7]=2)=[CH:23][CH:22]=[CH:21][CH:20]=1)[C:36]1[CH:37]=[CH:38][CH:39]=[CH:40][CH:41]=1, predict the reactants needed to synthesize it.